Dataset: Reaction yield outcomes from USPTO patents with 853,638 reactions. Task: Predict the reaction yield, written as a fraction of the theoretical maximum amount of product (1.0 means a 100% yield; for example, 0.34 means a 34% yield). (1) The reactants are [CH2:1]([C:3]1[N:4]=[C:5]([CH2:27][CH2:28][CH3:29])[N:6]([CH2:12][C:13]2[CH:18]=[CH:17][C:16]([C:19]3[C:20]([C:25]#[N:26])=[CH:21][CH:22]=[CH:23][CH:24]=3)=[CH:15][CH:14]=2)[C:7](=[O:11])[C:8]=1[CH:9]=[O:10])[CH3:2].P([O-])(O)(O)=[O:31].[Na+].CC(=CC)C.Cl([O-])=O.[Na+]. The catalyst is C(O)(C)(C)C.C(OCC)(=O)C.O. The product is [C:25]([C:20]1[CH:21]=[CH:22][CH:23]=[CH:24][C:19]=1[C:16]1[CH:17]=[CH:18][C:13]([CH2:12][N:6]2[C:7](=[O:11])[C:8]([C:9]([OH:31])=[O:10])=[C:3]([CH2:1][CH3:2])[N:4]=[C:5]2[CH2:27][CH2:28][CH3:29])=[CH:14][CH:15]=1)#[N:26]. The yield is 1.00. (2) The reactants are [C:1]([N:4]1[C:13]2[C:8](=[CH:9][C:10]([C:14]3[CH:23]=[CH:22][C:17]([C:18]([O:20]C)=[O:19])=[CH:16][CH:15]=3)=[CH:11][CH:12]=2)[C@H:7]([NH:24][C:25]2[CH:30]=[CH:29][C:28]([C:31]#[N:32])=[CH:27][N:26]=2)[CH2:6][C@@H:5]1[CH3:33])(=[O:3])[CH3:2].[OH-].[Na+].C(O)(=O)C. The catalyst is CO. The product is [C:1]([N:4]1[C:13]2[C:8](=[CH:9][C:10]([C:14]3[CH:15]=[CH:16][C:17]([C:18]([OH:20])=[O:19])=[CH:22][CH:23]=3)=[CH:11][CH:12]=2)[C@H:7]([NH:24][C:25]2[CH:30]=[CH:29][C:28]([C:31]#[N:32])=[CH:27][N:26]=2)[CH2:6][C@@H:5]1[CH3:33])(=[O:3])[CH3:2]. The yield is 0.850. (3) The reactants are Cl.[CH:2]([NH2:5])([CH3:4])[CH3:3].C(N(CC)CC)C.[CH:13]([C:17]1[C:18](Cl)=[N:19][C:20]([N:27]2[CH:31]=[CH:30][CH:29]=[N:28]2)=[N:21][C:22]=1[C:23]([F:26])([F:25])[F:24])([CH2:15][CH3:16])[CH3:14].C([O-])(=O)C.[Na+].[H][H]. The catalyst is [C].[Pd].O.O1CCCC1. The product is [CH:13]([C:17]1[C:18]([NH:5][CH:2]([CH3:4])[CH3:3])=[N:19][C:20]([N:27]2[CH:31]=[CH:30][CH:29]=[N:28]2)=[N:21][C:22]=1[C:23]([F:26])([F:25])[F:24])([CH2:15][CH3:16])[CH3:14]. The yield is 0.590. (4) The reactants are C(=O)([O-])[O-].[K+].[K+].FC(F)(F)C1C=C(C=CC=1)CBr.C[C:20]([NH:45]C(OC(C)(C)C)=O)([CH2:24][C:25]1[CH:30]=[C:29]([Br:31])[C:28]([O:32][CH2:33][C:34]2[CH:39]=[CH:38][CH:37]=[C:36]([C:40]([F:43])([F:42])[F:41])[CH:35]=2)=[C:27]([Br:44])[CH:26]=1)[C:21]([OH:23])=[O:22]. The catalyst is CC(C)=O. The product is [NH2:45][CH:20]([CH2:24][C:25]1[CH:26]=[C:27]([Br:44])[C:28]([O:32][CH2:33][C:34]2[CH:39]=[CH:38][CH:37]=[C:36]([C:40]([F:42])([F:41])[F:43])[CH:35]=2)=[C:29]([Br:31])[CH:30]=1)[C:21]([OH:23])=[O:22]. The yield is 0.0900. (5) The reactants are [C:1]([CH:4]1[CH2:9][CH2:8][CH2:7][N:6]([C:10]([NH:12][C:13]2[CH:14]=[CH:15][C:16]3[N:17]([CH:27]([CH3:29])[CH3:28])[C:18]4[C:23]([C:24]=3[C:25]=2[CH3:26])=[CH:22][CH:21]=[CH:20][CH:19]=4)=[O:11])[CH2:5]1)(O)=[O:2].[CH2:30]([N:32](CC)CC)C.C(OC(Cl)=O)C.CN. The catalyst is C1COCC1. The product is [CH3:30][NH:32][C:1]([CH:4]1[CH2:9][CH2:8][CH2:7][N:6]([C:10]([NH:12][C:13]2[CH:14]=[CH:15][C:16]3[N:17]([CH:27]([CH3:28])[CH3:29])[C:18]4[C:23]([C:24]=3[C:25]=2[CH3:26])=[CH:22][CH:21]=[CH:20][CH:19]=4)=[O:11])[CH2:5]1)=[O:2]. The yield is 0.420. (6) The reactants are [Si]([O:8][CH2:9][C@:10]1([C:25]([O:27][C:28]([CH3:31])([CH3:30])[CH3:29])=[O:26])[CH:14]([CH3:15])[C:13](=[O:16])[N:12]([C@@H:17]([C:19]2[CH:24]=[CH:23][CH:22]=[CH:21][CH:20]=2)[CH3:18])[CH2:11]1)(C(C)(C)C)(C)C.[F-].C([N+](CCCC)(CCCC)CCCC)CCC. The catalyst is O1CCCC1. The product is [OH:8][CH2:9][C@:10]1([C:25]([O:27][C:28]([CH3:30])([CH3:29])[CH3:31])=[O:26])[CH:14]([CH3:15])[C:13](=[O:16])[N:12]([C@@H:17]([C:19]2[CH:24]=[CH:23][CH:22]=[CH:21][CH:20]=2)[CH3:18])[CH2:11]1. The yield is 0.670. (7) The reactants are [C:1]([N:8]1[C@H:12]([CH3:13])[C@H:11]([C:14]2[CH:19]=[CH:18][CH:17]=[CH:16][CH:15]=2)[O:10][C:9]1=[O:20])(=[O:7])[CH2:2][CH2:3][CH2:4][CH2:5][CH3:6].C[Si]([N-][Si](C)(C)C)(C)C.[Na+].[CH2:31](Br)[CH:32]=[CH2:33]. The catalyst is C1COCC1. The product is [CH2:33]([C@H:2]([CH2:3][CH2:4][CH2:5][CH3:6])[C:1]([N:8]1[C@H:12]([CH3:13])[C@H:11]([C:14]2[CH:19]=[CH:18][CH:17]=[CH:16][CH:15]=2)[O:10][C:9]1=[O:20])=[O:7])[CH:32]=[CH2:31]. The yield is 0.580.